This data is from Retrosynthesis with 50K atom-mapped reactions and 10 reaction types from USPTO. The task is: Predict the reactants needed to synthesize the given product. (1) Given the product CC(C)(C)OC(=O)N1CCN(c2cc(O)c(C=O)c(F)c2)CC1, predict the reactants needed to synthesize it. The reactants are: CC(C)(C)OC(=O)N1CCNCC1.O=Cc1c(O)cc(F)cc1F. (2) The reactants are: CC(=O)OCc1c(B2OC(C)(C)C(C)(C)O2)cccc1N1CCc2c(sc3c2CCCC3)C1=O.Cn1cc(Br)nc(Nc2ccc(C3CCN(C4COC4)CC3)cc2)c1=O. Given the product CC(=O)OCc1c(-c2cn(C)c(=O)c(Nc3ccc(C4CCN(C5COC5)CC4)cc3)n2)cccc1N1CCc2c(sc3c2CCCC3)C1=O, predict the reactants needed to synthesize it. (3) Given the product O=C(O)c1nc(-c2ccccn2)n2c1CN=C(c1ccccc1Cl)c1cc(Cl)ccc1-2, predict the reactants needed to synthesize it. The reactants are: COC(=O)c1nc(-c2ccccn2)n2c1CN=C(c1ccccc1Cl)c1cc(Cl)ccc1-2.